This data is from Full USPTO retrosynthesis dataset with 1.9M reactions from patents (1976-2016). The task is: Predict the reactants needed to synthesize the given product. (1) Given the product [CH3:34][O:33][C:28]1[CH:29]=[CH:30][CH:31]=[CH:32][C:27]=1[CH2:26][O:25][CH2:24][CH2:23][CH2:22][O:21][C:18]1[CH:17]=[CH:16][C:15]([N:11]2[C:12](=[O:14])[CH2:13][NH:8][CH2:9][C@@H:10]2[CH2:35][O:36][C:37]([C:39]2[CH:48]=[CH:47][C:46]3[C:41](=[CH:42][CH:43]=[CH:44][CH:45]=3)[CH:40]=2)=[O:38])=[CH:20][CH:19]=1, predict the reactants needed to synthesize it. The reactants are: C(OC([N:8]1[CH2:13][C:12](=[O:14])[N:11]([C:15]2[CH:20]=[CH:19][C:18]([O:21][CH2:22][CH2:23][CH2:24][O:25][CH2:26][C:27]3[CH:32]=[CH:31][CH:30]=[CH:29][C:28]=3[O:33][CH3:34])=[CH:17][CH:16]=2)[C@@H:10]([CH2:35][O:36][C:37]([C:39]2[CH:48]=[CH:47][C:46]3[C:41](=[CH:42][CH:43]=[CH:44][CH:45]=3)[CH:40]=2)=[O:38])[CH2:9]1)=O)(C)(C)C.C(Cl)(=O)C. (2) Given the product [CH2:1]([O:8][C:9]([NH:11][CH2:12][CH2:13][CH2:14][O:15][N:17]1[C:18](=[O:27])[C:19]2=[CH:26][CH:25]=[CH:24][CH:23]=[C:20]2[C:21]1=[O:22])=[O:10])[C:2]1[CH:7]=[CH:6][CH:5]=[CH:4][CH:3]=1, predict the reactants needed to synthesize it. The reactants are: [CH2:1]([O:8][C:9]([NH:11][CH2:12][CH2:13][CH2:14][OH:15])=[O:10])[C:2]1[CH:7]=[CH:6][CH:5]=[CH:4][CH:3]=1.O[N:17]1[C:21](=[O:22])[C:20]2=[CH:23][CH:24]=[CH:25][CH:26]=[C:19]2[C:18]1=[O:27].C1(P(C2C=CC=CC=2)C2C=CC=CC=2)C=CC=CC=1.N(C(OCC)=O)=NC(OCC)=O. (3) Given the product [CH:21]1([CH2:27][CH2:28][CH2:29][N:30]2[CH2:2][CH:3]3[CH:5]([C:4]3([CH3:20])[C:11]3[CH:16]=[CH:15][CH:14]=[C:13]([N+:17]([O-:19])=[O:18])[CH:12]=3)[C:6]2=[O:8])[CH2:26][CH2:25][CH2:24][CH2:23][CH2:22]1, predict the reactants needed to synthesize it. The reactants are: Cl[CH2:2][CH:3]1[CH:5]([C:6]([O:8]CC)=O)[C:4]1([CH3:20])[C:11]1[CH:16]=[CH:15][CH:14]=[C:13]([N+:17]([O-:19])=[O:18])[CH:12]=1.[CH:21]1([CH2:27][CH2:28][CH2:29][NH2:30])[CH2:26][CH2:25][CH2:24][CH2:23][CH2:22]1.